Predict the reaction yield, written as a fraction of the theoretical maximum amount of product (1.0 means a 100% yield; for example, 0.34 means a 34% yield). From a dataset of Reaction yield outcomes from USPTO patents with 853,638 reactions. (1) The reactants are [Cl:1][C:2]1[CH:7]=[CH:6][C:5]([S:8]([C:11](=[C:14](SC)[NH:15][C:16]2[CH:17]=[N:18][CH:19]=[CH:20][CH:21]=2)[C:12]#[N:13])(=[O:10])=[O:9])=[CH:4][CH:3]=1.[CH3:24][CH:25]([NH2:30])[C:26]([CH3:29])([CH3:28])[CH3:27]. No catalyst specified. The product is [Cl:1][C:2]1[CH:7]=[CH:6][C:5]([S:8]([C:11](=[C:14]([NH:15][C:16]2[CH:17]=[N:18][CH:19]=[CH:20][CH:21]=2)[NH:30][CH:25]([CH3:24])[C:26]([CH3:29])([CH3:28])[CH3:27])[C:12]#[N:13])(=[O:10])=[O:9])=[CH:4][CH:3]=1. The yield is 0.580. (2) The reactants are [NH2:1][CH:2]1[CH2:7][CH2:6][N:5]([C:8]([O:10][C:11]([CH3:14])([CH3:13])[CH3:12])=[O:9])[CH2:4][CH2:3]1.[C:15](Cl)(Cl)=[O:16].[C:19]1(C)[CH:24]=[CH:23][CH:22]=[CH:21][CH:20]=1. The catalyst is ClCCl.C(=O)(O)[O-].[Na+].C(OCC)(=O)C. The product is [CH2:11]([O:10][C:15](=[O:16])[CH2:4][N:5]([C:19]1[CH:20]=[CH:21][CH:22]=[CH:23][CH:24]=1)[C:8](=[O:9])[NH:1][CH:2]1[CH2:3][CH2:4][N:5]([C:8]([O:10][C:11]([CH3:14])([CH3:13])[CH3:12])=[O:9])[CH2:6][CH2:7]1)[CH3:12]. The yield is 0.630. (3) The yield is 0.590. The product is [ClH:38].[NH2:27][CH2:26][CH:25]([C:3]1[CH:4]=[CH:5][C:6]([C:8]2[C:9]3[C:10]4[CH:24]=[CH:23][S:22][C:11]=4[C:12](=[O:21])[NH:13][C:14]=3[C:15]([CH3:20])=[CH:16][C:17]=2[O:18][CH3:19])=[CH:7][C:2]=1[F:1])[CH:35]([CH3:37])[CH3:36]. The reactants are [F:1][C:2]1[CH:7]=[C:6]([C:8]2[C:9]3[C:10]4[CH:24]=[CH:23][S:22][C:11]=4[C:12](=[O:21])[NH:13][C:14]=3[C:15]([CH3:20])=[CH:16][C:17]=2[O:18][CH3:19])[CH:5]=[CH:4][C:3]=1[CH:25]([CH:35]([CH3:37])[CH3:36])[CH2:26][NH:27]C(=O)OC(C)(C)C.[ClH:38]. The catalyst is CCOCC. (4) The catalyst is CCO.[Pd]. The product is [ClH:15].[F:1][C:2]1[CH:7]=[C:6]([C:8]([F:10])([F:11])[F:9])[CH:5]=[CH:4][C:3]=1[CH2:12][CH2:13][NH2:14]. The reactants are [F:1][C:2]1[CH:7]=[C:6]([C:8]([F:11])([F:10])[F:9])[CH:5]=[CH:4][C:3]=1[CH2:12][C:13]#[N:14].[ClH:15]. The yield is 0.780. (5) The reactants are [C:1](=[NH:26])([O:3][CH2:4][CH2:5][C:6]1[CH:11]=[C:10]([F:12])[C:9]([O:13][C:14]2[CH:19]=[CH:18][C:17]([Cl:20])=[C:16]([C:21]([F:24])([F:23])[F:22])[CH:15]=2)=[C:8]([F:25])[CH:7]=1)[NH2:2].[CH2:27](/[C:29](=[CH:35]/O)/[C:30](OCC)=[O:31])[CH3:28].C([O-])([O-])=O.[K+].[K+]. The catalyst is CN(C=O)C. The product is [Cl:20][C:17]1[CH:18]=[CH:19][C:14]([O:13][C:9]2[C:10]([F:12])=[CH:11][C:6]([CH2:5][CH2:4][O:3][C:1]3[NH:2][CH:35]=[C:29]([CH2:27][CH3:28])[C:30](=[O:31])[N:26]=3)=[CH:7][C:8]=2[F:25])=[CH:15][C:16]=1[C:21]([F:22])([F:24])[F:23]. The yield is 0.275. (6) The reactants are [F:1][C:2]1[CH:3]=[C:4]([S:8]([NH:11][C@@H:12]([CH2:17][OH:18])[C:13]([O:15][CH3:16])=[O:14])(=[O:10])=[O:9])[CH:5]=[CH:6][CH:7]=1.C([O-])([O-])=O.[K+].[K+].I[CH2:26][CH3:27]. The catalyst is CN(C=O)C. The product is [F:1][C:2]1[CH:3]=[C:4]([S:8]([N:11]([CH2:26][CH3:27])[C@@H:12]([CH2:17][OH:18])[C:13]([O:15][CH3:16])=[O:14])(=[O:9])=[O:10])[CH:5]=[CH:6][CH:7]=1. The yield is 0.950. (7) The reactants are Cl.[Cl:2][C:3]1[CH:4]=[C:5]2[C:10](=[CH:11][CH:12]=1)[O:9][CH2:8][CH2:7][CH:6]2[NH2:13].F[C:15]1[CH:20]=[C:19](F)[CH:18]=[CH:17][C:16]=1[S:22]([CH3:25])(=[O:24])=[O:23].[CH:26]([N:29](C(C)C)[CH2:30][CH3:31])([CH3:28])C.O.C[N:37](C)C=O. The product is [ClH:2].[Cl:2][C:3]1[CH:4]=[C:5]2[C:10](=[CH:11][CH:12]=1)[O:9][CH2:8][CH2:7][CH:6]2[NH:13][C:15]1[CH:20]=[C:19]([N:37]2[CH2:31][CH2:30][NH:29][CH2:26][CH2:28]2)[CH:18]=[CH:17][C:16]=1[S:22]([CH3:25])(=[O:24])=[O:23]. No catalyst specified. The yield is 0.160.